Dataset: Forward reaction prediction with 1.9M reactions from USPTO patents (1976-2016). Task: Predict the product of the given reaction. (1) Given the reactants [CH2:1]([O:3][C:4]([N:6]1[CH2:11][CH2:10][C:9](=[O:12])[CH2:8][CH2:7]1)=[O:5])[CH3:2].[F:13][C:14]1[CH:28]=[CH:27][C:17]([CH:18](O)[C:19]2[CH:24]=[CH:23][C:22]([F:25])=[CH:21][CH:20]=2)=[CH:16][CH:15]=1, predict the reaction product. The product is: [F:13][C:14]1[CH:15]=[CH:16][C:17]([CH:18]([C:19]2[CH:24]=[CH:23][C:22]([F:25])=[CH:21][CH:20]=2)[CH:10]2[C:9](=[O:12])[CH2:8][CH2:7][N:6]([C:4]([O:3][CH2:1][CH3:2])=[O:5])[CH2:11]2)=[CH:27][CH:28]=1. (2) Given the reactants FC(F)(F)C(O)=O.[Cl:8][C:9]1[CH:10]=[CH:11][C:12]([NH:15][C:16](=[O:32])[C:17]2[CH:22]=[CH:21][CH:20]=[CH:19][C:18]=2[NH:23][C:24]([O:26][CH:27]2[CH2:31][CH2:30][NH:29][CH2:28]2)=[O:25])=[N:13][CH:14]=1.[CH3:33][CH:34]1[CH2:39][CH2:38][CH2:37][CH2:36][C:35]1=O.C([BH3-])#N.[Na+].Cl, predict the reaction product. The product is: [ClH:8].[Cl:8][C:9]1[CH:10]=[CH:11][C:12]([NH:15][C:16](=[O:32])[C:17]2[CH:22]=[CH:21][CH:20]=[CH:19][C:18]=2[NH:23][C:24]([O:26][CH:27]2[CH2:31][CH2:30][N:29]([CH:35]3[CH2:36][CH2:37][CH2:38][CH2:39][CH:34]3[CH3:33])[CH2:28]2)=[O:25])=[N:13][CH:14]=1. (3) The product is: [OH:1][CH:2]([C:9]1[CH:10]=[CH:11][C:12]([O:15][CH3:16])=[CH:13][CH:14]=1)[CH2:3][C:4]([OH:6])=[O:5]. Given the reactants [OH:1][CH:2]([C:9]1[CH:14]=[CH:13][C:12]([O:15][CH3:16])=[CH:11][CH:10]=1)[CH2:3][C:4]([O:6]CC)=[O:5].[OH-].[Li+], predict the reaction product. (4) Given the reactants [C:1]([C:3]1[CH:4]=[C:5]([NH:9][C:10](=[O:33])[NH:11][C:12]2[CH:17]=[CH:16][C:15]([S:18]([NH:21][CH2:22][C:23]3[CH:28]=[CH:27][C:26]([S:29](=[O:32])(=[O:31])[NH2:30])=[CH:25][CH:24]=3)(=[O:20])=[O:19])=[CH:14][CH:13]=2)[CH:6]=[CH:7][CH:8]=1)#[N:2].[O:34]1[CH2:38][CH2:37][CH2:36][CH:35]1[CH2:39][N:40]1[CH2:45][CH2:44][NH:43][CH2:42][CH2:41]1, predict the reaction product. The product is: [NH:2]=[C:1]([N:43]1[CH2:42][CH2:41][N:40]([CH2:39][CH:35]2[CH2:36][CH2:37][CH2:38][O:34]2)[CH2:45][CH2:44]1)[C:3]1[CH:4]=[C:5]([NH:9][C:10](=[O:33])[NH:11][C:12]2[CH:17]=[CH:16][C:15]([S:18]([NH:21][CH2:22][C:23]3[CH:28]=[CH:27][C:26]([S:29](=[O:32])(=[O:31])[NH2:30])=[CH:25][CH:24]=3)(=[O:20])=[O:19])=[CH:14][CH:13]=2)[CH:6]=[CH:7][CH:8]=1. (5) Given the reactants [CH2:1]([N:5]1[C:9](=[O:10])[C:8](Cl)=[C:7]([C:12]2[CH:17]=[CH:16][CH:15]=[CH:14][CH:13]=2)[S:6]1(=[O:19])=[O:18])[CH2:2][CH2:3][CH3:4].[NH2:20][C:21]1[CH:26]=[CH:25][C:24]([CH2:27][OH:28])=[CH:23][CH:22]=1, predict the reaction product. The product is: [CH2:1]([N:5]1[C:9](=[O:10])[C:8]([NH:20][C:21]2[CH:26]=[CH:25][C:24]([CH2:27][OH:28])=[CH:23][CH:22]=2)=[C:7]([C:12]2[CH:17]=[CH:16][CH:15]=[CH:14][CH:13]=2)[S:6]1(=[O:19])=[O:18])[CH2:2][CH2:3][CH3:4]. (6) Given the reactants [F:1][C:2]1[CH:3]=[C:4]([N:9]2[C:13]([CH3:15])([CH3:14])[C:12](=[O:16])[N:11]([C:17]3[CH:24]=[CH:23][C:20]([C:21]#[N:22])=[C:19]([CH3:25])[CH:18]=3)[C:10]2=[S:26])[CH:5]=[CH:6][C:7]=1[OH:8].O[CH2:28][C:29]1([NH:32][C:33](=[O:39])[O:34][C:35]([CH3:38])([CH3:37])[CH3:36])[CH2:31][CH2:30]1.N(C(N1CCCCC1)=O)=NC(N1CCCCC1)=O.C(P(CCCC)CCCC)CCC, predict the reaction product. The product is: [C:21]([C:20]1[CH:23]=[CH:24][C:17]([N:11]2[C:12](=[O:16])[C:13]([CH3:15])([CH3:14])[N:9]([C:4]3[CH:5]=[CH:6][C:7]([O:8][CH2:28][C:29]4([NH:32][C:33](=[O:39])[O:34][C:35]([CH3:38])([CH3:37])[CH3:36])[CH2:30][CH2:31]4)=[C:2]([F:1])[CH:3]=3)[C:10]2=[S:26])=[CH:18][C:19]=1[CH3:25])#[N:22]. (7) Given the reactants [NH2:1][C:2]1[C:3]([C:7]2[NH:23][C:10]3=[CH:11][C:12]4[C:13]([CH3:22])([CH3:21])[C:14](=[O:20])[N:15]([CH2:18][CH3:19])[C:16]=4[CH:17]=[C:9]3[N:8]=2)=[N:4][NH:5][CH:6]=1.[C:24]1([C@@H:30]2[CH2:32][C@H:31]2[C:33](Cl)=[O:34])[CH:29]=[CH:28][CH:27]=[CH:26][CH:25]=1, predict the reaction product. The product is: [CH2:18]([N:15]1[C:16]2[CH:17]=[C:9]3[N:8]=[C:7]([C:3]4[C:2]([NH:1][C:33]([CH:31]5[CH2:32][CH:30]5[C:24]5[CH:29]=[CH:28][CH:27]=[CH:26][CH:25]=5)=[O:34])=[CH:6][NH:5][N:4]=4)[NH:23][C:10]3=[CH:11][C:12]=2[C:13]([CH3:22])([CH3:21])[C:14]1=[O:20])[CH3:19]. (8) The product is: [Cl:1][C:2]1[C:6]([Cl:7])=[C:5]([CH3:8])[NH:4][C:3]=1[C:9]([NH:11][CH:12]1[CH2:17][CH2:16][N:15]([C:18]2[S:19][C:20]([C:29]([OH:31])=[O:30])=[C:21]([C:23]3[N:27]([CH3:28])[N:26]=[CH:25][N:24]=3)[N:22]=2)[CH2:14]/[C:13]/1=[N:33]\[O:34][CH3:35])=[O:10]. Given the reactants [Cl:1][C:2]1[C:6]([Cl:7])=[C:5]([CH3:8])[NH:4][C:3]=1[C:9]([NH:11][CH:12]1[CH2:17][CH2:16][N:15]([C:18]2[S:19][C:20]([C:29]([O:31]C)=[O:30])=[C:21]([C:23]3[N:27]([CH3:28])[N:26]=[CH:25][N:24]=3)[N:22]=2)[CH2:14]/[C:13]/1=[N:33]\[O:34][CH3:35])=[O:10].[Li+].[I-], predict the reaction product. (9) Given the reactants Br[C:2]1[CH:3]=[C:4]([CH:24]([C:27]2[CH:32]=[CH:31][CH:30]=[CH:29][CH:28]=2)[CH:25]=[CH2:26])[C:5]([NH:19][CH2:20][CH:21]([CH3:23])[CH3:22])=[C:6]([NH:8][C:9]([NH:11][C:12]2[CH:17]=[CH:16][C:15]([CH3:18])=[CH:14][CH:13]=2)=[O:10])[CH:7]=1.[NH:33]1[C:37]([C:38]2[CH:43]=[CH:42][CH:41]=[CH:40][C:39]=2B(O)O)=[N:36][N:35]=[N:34]1.BrC1C=CC(N(CC(C)C)CC(C)C)=C(NC(NC2C=CC(C)=CC=2)=O)C=1, predict the reaction product. The product is: [CH2:20]([NH:19][C:5]1[C:4]([CH:24]([C:27]2[CH:32]=[CH:31][CH:30]=[CH:29][CH:28]=2)[CH:25]=[CH2:26])=[CH:3][C:2]([C:39]2[CH:40]=[CH:41][CH:42]=[CH:43][C:38]=2[C:37]2[NH:36][N:35]=[N:34][N:33]=2)=[CH:7][C:6]=1[NH:8][C:9]([NH:11][C:12]1[CH:17]=[CH:16][C:15]([CH3:18])=[CH:14][CH:13]=1)=[O:10])[CH:21]([CH3:23])[CH3:22]. (10) Given the reactants [N+:1]([C:4]1[CH:9]=[CH:8][C:7]([N:10]2[CH2:15][CH2:14][NH:13][CH2:12][CH2:11]2)=[CH:6][CH:5]=1)([O-:3])=[O:2].[CH3:16]I, predict the reaction product. The product is: [N+:1]([C:4]1[CH:5]=[CH:6][C:7]([N:10]2[CH2:15][CH2:14][N:13]([CH3:16])[CH2:12][CH2:11]2)=[CH:8][CH:9]=1)([O-:3])=[O:2].